Predict the reaction yield, written as a fraction of the theoretical maximum amount of product (1.0 means a 100% yield; for example, 0.34 means a 34% yield). From a dataset of Reaction yield outcomes from USPTO patents with 853,638 reactions. The reactants are C(OC(N1CCC(C([N:16]2[CH2:21][CH2:20][N:19]([C:22]3[CH:27]=[CH:26][C:25]([F:28])=[C:24]([C:29]4[NH:33][C:32]5[CH:34]=[CH:35][CH:36]=[CH:37][C:31]=5[N:30]=4)[CH:23]=3)[CH2:18][CH2:17]2)=O)CC1)=O)(C)(C)C.CC[O:40][CH2:41][CH3:42]. The catalyst is C(Cl)Cl. The product is [NH:33]1[C:32]2[CH:34]=[CH:35][CH:36]=[CH:37][C:31]=2[N:30]=[C:29]1[C:24]1[CH:23]=[C:22]([N:19]2[CH2:20][CH2:21][N:16]([C:42]3([CH:41]=[O:40])[CH2:20][CH2:21][NH:16][CH2:17][CH2:18]3)[CH2:17][CH2:18]2)[CH:27]=[CH:26][C:25]=1[F:28]. The yield is 0.720.